This data is from M1 muscarinic receptor antagonist screen with 61,756 compounds. The task is: Binary Classification. Given a drug SMILES string, predict its activity (active/inactive) in a high-throughput screening assay against a specified biological target. The drug is s1c(CN(C2CC(OCC2)(C)C)C(=O)c2occc2)ccc1. The result is 0 (inactive).